The task is: Regression. Given a peptide amino acid sequence and an MHC pseudo amino acid sequence, predict their binding affinity value. This is MHC class I binding data.. This data is from Peptide-MHC class I binding affinity with 185,985 pairs from IEDB/IMGT. (1) The peptide sequence is ILFMEMFFDY. The MHC is HLA-A31:01 with pseudo-sequence HLA-A31:01. The binding affinity (normalized) is 0.228. (2) The peptide sequence is AITDAAVAV. The MHC is HLA-A02:01 with pseudo-sequence HLA-A02:01. The binding affinity (normalized) is 0.326.